Predict the reactants needed to synthesize the given product. From a dataset of Full USPTO retrosynthesis dataset with 1.9M reactions from patents (1976-2016). Given the product [CH3:1][Sn:2]([CH3:8])([CH3:7])[C:10]1[N:15]=[CH:14][N:13]=[C:12]([NH:16][C:17](=[O:19])[CH3:18])[CH:11]=1, predict the reactants needed to synthesize it. The reactants are: [CH3:1][Sn:2]([CH3:8])([CH3:7])[Sn:2]([CH3:8])([CH3:7])[CH3:1].Cl[C:10]1[N:15]=[CH:14][N:13]=[C:12]([NH:16][C:17](=[O:19])[CH3:18])[CH:11]=1.ClC1C=C(Cl)N=CN=1.N.NC1C=C(Cl)N=CN=1.CC(OC(C)=O)=O.[Li+].[Cl-].